This data is from Forward reaction prediction with 1.9M reactions from USPTO patents (1976-2016). The task is: Predict the product of the given reaction. (1) Given the reactants [H-].[Na+].[CH2:3]1COC[CH2:4]1.[OH:8][C:9]1[C:14](/[CH:15]=[CH:16]/[CH3:17])=[CH:13][CH:12]=[CH:11][C:10]=1[C:18](=[O:20])[CH3:19].C(Cl)(=O)C, predict the reaction product. The product is: [CH3:3][C:4]1[O:8][C:9]2[C:10]([C:18](=[O:20])[CH:19]=1)=[CH:11][CH:12]=[CH:13][C:14]=2/[CH:15]=[CH:16]/[CH3:17]. (2) Given the reactants Cl[C:2]1[C:3]([CH3:21])=[CH:4][N:5]2[C:10]([C:11]=1[CH3:12])=[C:9]([CH:13]1[CH2:15][CH2:14]1)[CH:8]=[C:7]([C:16]([O:18][CH3:19])=[O:17])[C:6]2=[O:20].[NH2:22][C:23]1[CH:28]=[CH:27][C:26](B2OC(C)(C)C(C)(C)O2)=[CH:25][N:24]=1, predict the reaction product. The product is: [NH2:22][C:23]1[N:24]=[CH:25][C:26]([C:2]2[C:3]([CH3:21])=[CH:4][N:5]3[C:10]([C:11]=2[CH3:12])=[C:9]([CH:13]2[CH2:15][CH2:14]2)[CH:8]=[C:7]([C:16]([O:18][CH3:19])=[O:17])[C:6]3=[O:20])=[CH:27][CH:28]=1. (3) Given the reactants [CH3:1][C:2]1([CH3:12])[O:6][C:5](=[O:7])/[C:4](=[CH:8]/[C:9](Cl)=[O:10])/[O:3]1.[Cl:13][C:14]1[CH:19]=[CH:18][C:17]([NH:20][CH2:21][C:22]2[CH:27]=[CH:26][C:25]([CH3:28])=[CH:24][CH:23]=2)=[CH:16][CH:15]=1.N1C=CC=CC=1, predict the reaction product. The product is: [Cl:13][C:14]1[CH:15]=[CH:16][C:17]([N:20]([CH2:21][C:22]2[CH:23]=[CH:24][C:25]([CH3:28])=[CH:26][CH:27]=2)[C:9](=[O:10])[CH:8]=[C:4]2[C:5](=[O:7])[O:6][C:2]([CH3:12])([CH3:1])[O:3]2)=[CH:18][CH:19]=1. (4) Given the reactants [N:1]1[CH:6]=[CH:5][CH:4]=[C:3]([CH:7]([NH2:16])[CH2:8][CH2:9][CH:10]2[CH2:15][CH2:14]O[CH2:12][CH2:11]2)[CH:2]=1.C(O)C.C([O-])([O-])=O.[K+].[K+].[Na+].[Cl-:27], predict the reaction product. The product is: [ClH:27].[ClH:27].[N:1]1[CH:6]=[CH:5][CH:4]=[C:3]([CH:7]2[CH2:8][CH2:9][CH:10]3[CH2:15][CH2:14][N:16]2[CH2:12][CH2:11]3)[CH:2]=1. (5) Given the reactants Br[C:2]1[CH:3]=[C:4]([CH:27]=[CH:28][CH:29]=1)[C:5]([NH:7][C:8]1[C:17]2[C:12](=[CH:13][CH:14]=[CH:15][CH:16]=2)[C:11]([O:18][CH2:19][CH2:20][N:21]2[CH2:26][CH2:25][O:24][CH2:23][CH2:22]2)=[CH:10][CH:9]=1)=[O:6].[C:30]1(B(O)O)[CH:35]=[CH:34][CH:33]=[CH:32][CH:31]=1, predict the reaction product. The product is: [N:21]1([CH2:20][CH2:19][O:18][C:11]2[C:12]3[C:17](=[CH:16][CH:15]=[CH:14][CH:13]=3)[C:8]([NH:7][C:5]([C:4]3[CH:3]=[C:2]([C:30]4[CH:35]=[CH:34][CH:33]=[CH:32][CH:31]=4)[CH:29]=[CH:28][CH:27]=3)=[O:6])=[CH:9][CH:10]=2)[CH2:26][CH2:25][O:24][CH2:23][CH2:22]1.